This data is from Peptide-MHC class I binding affinity with 185,985 pairs from IEDB/IMGT. The task is: Regression. Given a peptide amino acid sequence and an MHC pseudo amino acid sequence, predict their binding affinity value. This is MHC class I binding data. (1) The binding affinity (normalized) is 0. The peptide sequence is TNIRQAGVQYSR. The MHC is HLA-A02:02 with pseudo-sequence HLA-A02:02. (2) The peptide sequence is ATIDVAIPK. The MHC is HLA-A03:01 with pseudo-sequence HLA-A03:01. The binding affinity (normalized) is 0.556. (3) The peptide sequence is YPITADKRI. The MHC is HLA-A02:03 with pseudo-sequence HLA-A02:03. The binding affinity (normalized) is 0.0847. (4) The peptide sequence is LPFRNCPRF. The binding affinity (normalized) is 0.756. The MHC is HLA-B51:01 with pseudo-sequence HLA-B51:01. (5) The peptide sequence is VELQIGWTV. The MHC is HLA-B07:02 with pseudo-sequence HLA-B07:02. The binding affinity (normalized) is 0.0847. (6) The peptide sequence is YLSSVLLAL. The MHC is HLA-A02:03 with pseudo-sequence HLA-A02:03. The binding affinity (normalized) is 1.00. (7) The peptide sequence is AFKDLFVVY. The MHC is H-2-Kd with pseudo-sequence H-2-Kd. The binding affinity (normalized) is 0.